From a dataset of Experimentally validated miRNA-target interactions with 360,000+ pairs, plus equal number of negative samples. Binary Classification. Given a miRNA mature sequence and a target amino acid sequence, predict their likelihood of interaction. (1) The miRNA is hsa-miR-6516-5p with sequence UUUGCAGUAACAGGUGUGAGCA. The protein sequence of the target gene is MNTVLSRANSLFAFSLSVMAALTFGCFITTAFKDRSVPVRLHVSRIMLKNVEDFTGPRERSDLGFITFDITADLENIFDWNVKQLFLYLSAEYSTKNNALNQVVLWDKIVLRGDNPKLLLKDMKTKYFFFDDGNGLKGNRNVTLTLSWNVVPNAGILPLVTGSGHVSVPFPDTYEITKSY. Result: 1 (interaction). (2) Result: 0 (no interaction). The protein sequence of the target gene is MKNTSGHREPRTRPRERDPDRRPHPDRDHHVERSRDRGGDRHRERNGDVRGNGDRRAGREQRTDRDQRQDRHRDAGHRASEQRALEKSRQSRARPEPWGPSWDAAPTPGPAPWGPRELSQKHGLGRRGLESERASERYVPTYSVPALQEEEYYQSEAEGLLDCHKCRYLCTGRACWQMLKALLNLLILACSSVSYNSTGGYTGITSLGGIYYYQYGGAYSGFDGADGERAQQLDVQFYQLKLPTVTAAMAYSGALMTFSCLTLLAGALRVPWHCPLWLVIEGLMDALIAGAYVPGLYFFF.... The miRNA is hsa-miR-548f-5p with sequence UGCAAAAGUAAUCACAGUUUUU. (3) The miRNA is dme-miR-315-5p with sequence UUUUGAUUGUUGCUCAGAAAGC. The protein sequence of the target gene is MPVRRGHVAPQNTFLDTIIRKFEGQSRKFIIANARVENCAVIYCNDGFCELCGYSRAEVMQRPCTCDFLHGPRTQRRAAAQIAQALLGAEERKVEIAFYRKDGSCFLCLVDVVPVKNEDGAVIMFILNFEVVMEKDMVGSPAHDTNHRGPPTSWLAPGRAKTFRLKLPALLALTARESSVRSGGAGGAGAPGAVVVDVDLTPAAPSSESLALDEVTAMDNHVAGLGPAEERRALVGPGSPPRSAPGQLPSPRAHSLNPDASGSSCSLARTRSRESCASVRRASSADDIEAMRAGVLPPPP.... Result: 0 (no interaction). (4) The miRNA is hsa-miR-4715-3p with sequence GUGCCACCUUAACUGCAGCCAAU. The protein sequence of the target gene is MAHYNFKKITVVPSAKDFIDLTLSKTQRKTPTVIHKHYQIHRIRHFYMRKVKFTQQNYHDRLSQILTDFPKLDDIHPFYADLMNILYDKDHYKLALGQINIAKNLVDNVAKDYVRLMKYGDSLYRCKQLKRAALGRMCTVIKRQKQSLEYLEQVRQHLSRLPTIDPNTRTLLLCGYPNVGKSSFINKVTRADVDVQPYAFTTKSLFVGHMDYKYLRWQVVDTPGILDHPLEDRNTIEMQAITALAHLRAAVLYVMDLSEQCGHGLREQLELFQNIRPLFINKPLIVVANKCDVKRIAELS.... Result: 1 (interaction). (5) The miRNA is mmu-miR-346-5p with sequence UGUCUGCCCGAGUGCCUGCCUCU. The protein sequence of the target gene is MKLILWYLVVALWCFFKDVEALLYRQKSDGKIAASRSGGFSYGSSSSGDLDRKKPLFSLEFGSPGETEDKSRQRQDAGSPKSEDTPAGGFFNSSSSSGDSDRTKPFFSLGLGAPGKAEDKSGDSQDAGGSKSEDTPPGGFFYGSSSSGDSDKKKPLFSFEFGATGEDEDKSRERWDAGNSRSEDSPADSTNTRYGAGFSSSGASLDVGFGWGISDEKGLEVSKADGRETRGSGSAGGETIVFGPDAGSSVGTGSSGLKLGAGKGDAAFGFEVSDSNSFGDTGISSKTVEGNQTSSSGGSV.... Result: 0 (no interaction). (6) The miRNA is hsa-miR-302a-3p with sequence UAAGUGCUUCCAUGUUUUGGUGA. The protein sequence of the target gene is MRAGRGGVPGSGGLRAPPPPLLLLLLAMLPAAAPRSPALAAAPAGPSVSLYLSEDEVRRLLGLDAELYYVRNDLISHYALSFNLLVPSETNFLHFTWHAKSKVEYKLGFQVDNFVAMGMPQVNISAQGEVPRTLSVFRVELSCTGKVDSEVMILMQLNLTVNSSKNFTVLNFKRRKMCYKKLEEVKTSALDKNTSRTIYDPVHAAPTTSTRVFYISVGVCCAVIFLVAIILAVLHLHSMKRIELDDSISASSSSQGLSQPSTQTTQYLRADTPNNATPITSSSGYPTLRIEKNDLRSVTL.... Result: 0 (no interaction). (7) The miRNA is hsa-miR-4687-5p with sequence CAGCCCUCCUCCCGCACCCAAA. The protein sequence of the target gene is MDENESNQSLMTSSQYPKEAVRKRQNSARNSGASDSSRFSRKSFKLDYRLEEDVTKSKKGKDGRFVNPWPTWKNPSIPNVLRWLIMEKDHSSVPSSKEELDKELPVLKPYFITNPEEAGVREAGLRVTWLGHATVMVEMDELIFLTDPIFSSRASPSQYMGPKRFRRSPCTISELPPIDAVLISHNHYDHLDYNSVIALNERFGNELRWFVPLGLLDWMQKCGCENVIELDWWEENCVPGHDKVTFVFTPSQHWCKRTLMDDNKVLWGSWSVLGPWNRFFFAGDTGYCPAFEEIGKRFGP.... Result: 0 (no interaction). (8) The protein sequence of the target gene is MSFGSEHYLCSASSYRKVFGDSSRLSARLSGPGGSGSFRSQSLSRSNVASTAACSSASSLGLGLAYRRLPASDGLDLSQAAARTNEYKIIRTNEKEQLQGLNDRFAVFIEKVHQLETQNRALEAELAALRQRHAEPSRVGELFQRELRELRAQLEEASSARAQALLERDGLAEEVQRLRARCEEESRGREGAERALKAQQRDVDGATLARLDLEKKVESLLDELAFVRQVHDEEVAELLATLQASSQAAAEVDVAVAKPDLTSALREIRAQYESLAAKNLQSAEEWYKSKFANLNEQAAR.... The miRNA is mmu-miR-541-5p with sequence AAGGGAUUCUGAUGUUGGUCACACU. Result: 1 (interaction).